Dataset: Full USPTO retrosynthesis dataset with 1.9M reactions from patents (1976-2016). Task: Predict the reactants needed to synthesize the given product. (1) Given the product [CH3:20][O:21][C:22](=[O:23])[C:24]1[CH:25]=[CH:26][CH:27]=[C:28]([C:17]2[CH:16]=[N:15][C:10]3[NH:11][CH2:12][C:13](=[O:14])[N:8]([CH2:1][C:2]4[CH:7]=[CH:6][CH:5]=[CH:4][CH:3]=4)[C:9]=3[CH:18]=2)[CH:29]=1, predict the reactants needed to synthesize it. The reactants are: [CH2:1]([N:8]1[C:13](=[O:14])[CH2:12][NH:11][C:10]2[N:15]=[CH:16][C:17](I)=[CH:18][C:9]1=2)[C:2]1[CH:7]=[CH:6][CH:5]=[CH:4][CH:3]=1.[CH3:20][O:21][C:22]([C:24]1[CH:25]=[C:26](B(O)O)[CH:27]=[CH:28][CH:29]=1)=[O:23]. (2) Given the product [CH2:1]([O:4][C:5]1([CH3:32])[CH2:6][CH2:7][N:8]([C:11]2[N:16]3[CH:17]=[C:18]([C:20]([O:22][CH2:23][CH3:24])=[O:21])[N:19]=[C:15]3[CH:14]=[C:13]([CH3:25])[C:12]=2[C@H:26]([OH:31])[C:27]([O:29][CH3:30])=[O:28])[CH2:9][CH2:10]1)[CH:2]=[CH2:3], predict the reactants needed to synthesize it. The reactants are: [CH2:1]([O:4][C:5]1([CH3:32])[CH2:10][CH2:9][N:8]([C:11]2[N:16]3[CH:17]=[C:18]([C:20]([O:22][CH2:23][CH3:24])=[O:21])[N:19]=[C:15]3[CH:14]=[C:13]([CH3:25])[C:12]=2[C:26](=[O:31])[C:27]([O:29][CH3:30])=[O:28])[CH2:7][CH2:6]1)[CH:2]=[CH2:3].CB1N2CCC[C@@H]2C(C2C=CC=CC=2)(C2C=CC=CC=2)O1.C1(C)C=CC=CC=1.C(#N)C.C(=O)=O. (3) Given the product [O:10]1[C:6]2[CH:5]=[CH:4][C:3]([CH:1]=[C:15]3[C:14]4[C:18](=[CH:19][CH:20]=[CH:21][C:13]=4[CH3:12])[NH:17][C:16]3=[O:22])=[CH:11][C:7]=2[CH2:8][CH2:9]1, predict the reactants needed to synthesize it. The reactants are: [CH:1]([C:3]1[CH:4]=[CH:5][C:6]2[O:10][CH2:9][CH2:8][C:7]=2[CH:11]=1)=O.[CH3:12][C:13]1[CH:21]=[CH:20][CH:19]=[C:18]2[C:14]=1[CH2:15][C:16](=[O:22])[NH:17]2. (4) Given the product [F:94][CH:92]([F:93])[C:81]1[C:82]2[C:83]([F:91])([F:90])[CH2:84][CH2:85][C:86]([F:88])([F:89])[C:87]=2[N:79]([CH2:78][C:77]([NH:76][C@H:66]([C:51]2[C:50]([C:34]3[CH:35]=[CH:36][C:37]([F:43])=[C:38]([CH:42]=3)[C:39]([NH2:41])=[O:40])=[CH:55][N:54]=[C:53]([N:56]3[CH2:57][CH2:58][C:59]4([O:63][CH2:62][CH2:61][O:60]4)[CH2:64][CH2:65]3)[N:52]=2)[CH2:67][C:68]2[CH:69]=[C:70]([F:75])[CH:71]=[C:72]([F:74])[CH:73]=2)=[O:95])[N:80]=1, predict the reactants needed to synthesize it. The reactants are: FC1C=C(C[C@H](C2C([C:34]3[CH:35]=[CH:36][C:37]([F:43])=[C:38]([CH:42]=3)[C:39]([NH2:41])=[O:40])=CN=C(NCCOC)N=2)NC(=O)CN2C3CCCCC=3C(C(F)(F)F)=N2)C=C(F)C=1.Br[C:50]1[C:51]([C@@H:66]([NH:76][C:77](=[O:95])[CH2:78][N:79]2[C:87]3[C:86]([F:89])([F:88])[CH2:85][CH2:84][C:83]([F:91])([F:90])[C:82]=3[C:81]([CH:92]([F:94])[F:93])=[N:80]2)[CH2:67][C:68]2[CH:73]=[C:72]([F:74])[CH:71]=[C:70]([F:75])[CH:69]=2)=[N:52][C:53]([N:56]2[CH2:65][CH2:64][C:59]3([O:63][CH2:62][CH2:61][O:60]3)[CH2:58][CH2:57]2)=[N:54][CH:55]=1. (5) Given the product [CH:44]1([S:41]([NH:40][C:38]([C@@:11]23[CH2:37][C@H:10]2[CH2:9][C:8]([F:47])([F:48])[CH2:7][CH2:6][CH2:5][CH2:4][CH2:3][C@H:2]([NH:1][C:57]([C:54]2[CH:53]=[N:52][C:51]([CH3:50])=[CH:56][N:55]=2)=[O:58])[C:16](=[O:17])[N:15]2[CH2:18][C@H:19]([O:21][C:22]4[N:23]=[C:24]5[C:29](=[C:30]6[C:35]=4[CH:34]=[CH:33][CH:32]=[CH:31]6)[CH:28]=[CH:27][CH:26]=[CH:25]5)[CH2:20][C@H:14]2[C:13](=[O:36])[NH:12]3)=[O:39])(=[O:43])=[O:42])[CH2:46][CH2:45]1, predict the reactants needed to synthesize it. The reactants are: [NH2:1][C@@H:2]1[C:16](=[O:17])[N:15]2[CH2:18][C@H:19]([O:21][C:22]3[N:23]=[C:24]4[C:29](=[C:30]5[C:35]=3[CH:34]=[CH:33][CH:32]=[CH:31]5)[CH:28]=[CH:27][CH:26]=[CH:25]4)[CH2:20][C@H:14]2[C:13](=[O:36])[NH:12][C@:11]2([C:38]([NH:40][S:41]([CH:44]3[CH2:46][CH2:45]3)(=[O:43])=[O:42])=[O:39])[CH2:37][C@H:10]2[CH2:9][C:8]([F:48])([F:47])[CH2:7][CH2:6][CH2:5][CH2:4][CH2:3]1.Cl.[CH3:50][C:51]1[N:52]=[CH:53][C:54]([C:57](O)=[O:58])=[N:55][CH:56]=1.CN(C(ON1N=NC2C=CC=NC1=2)=[N+](C)C)C.F[P-](F)(F)(F)(F)F.C(N(C(C)C)C(C)C)C. (6) Given the product [F:22][C:23]([F:28])([F:27])[C:24]([OH:26])=[O:25].[NH2:14][CH2:13][C:4]1[CH:5]=[CH:6][CH:7]=[C:8]([C:9]([F:10])([F:11])[F:12])[C:3]=1[C:1]#[N:2], predict the reactants needed to synthesize it. The reactants are: [C:1]([C:3]1[C:8]([C:9]([F:12])([F:11])[F:10])=[CH:7][CH:6]=[CH:5][C:4]=1[CH2:13][NH:14]C(=O)OC(C)(C)C)#[N:2].[F:22][C:23]([F:28])([F:27])[C:24]([OH:26])=[O:25]. (7) Given the product [CH3:20][N:2]([CH3:1])[CH2:3][CH2:4][CH2:5][O:6][C:7]1[CH:12]=[CH:11][C:10]([NH:13][C:30]([NH:29][C:26]2[CH:25]=[CH:24][C:23]([C:22]([F:21])([F:32])[F:33])=[CH:28][CH:27]=2)=[O:31])=[CH:9][C:8]=1[C:14]1[N:15]([CH3:19])[N:16]=[CH:17][CH:18]=1, predict the reactants needed to synthesize it. The reactants are: [CH3:1][N:2]([CH3:20])[CH2:3][CH2:4][CH2:5][O:6][C:7]1[CH:12]=[CH:11][C:10]([NH2:13])=[CH:9][C:8]=1[C:14]1[N:15]([CH3:19])[N:16]=[CH:17][CH:18]=1.[F:21][C:22]([F:33])([F:32])[C:23]1[CH:28]=[CH:27][C:26]([N:29]=[C:30]=[O:31])=[CH:25][CH:24]=1. (8) The reactants are: [F:1][C:2]1[CH:7]=[CH:6][C:5]([C:8]([C:10]2[CH:15]=[CH:14][C:13]([OH:16])=[C:12](I)[CH:11]=2)=[O:9])=[CH:4][CH:3]=1.[CH2:18]([N:22]1[CH2:26][CH2:25][CH2:24][C@H:23]1[CH3:27])[CH2:19][C:20]#[CH:21].C(#N)C.CC1C=CC(P(C2C=CC(C)=CC=2)C2C=CC(C)=CC=2)=CC=1.C(NC(C)C)(C)C. Given the product [F:1][C:2]1[CH:7]=[CH:6][C:5]([C:8]([C:10]2[CH:15]=[CH:14][C:13]3[O:16][C:20]([CH2:19][CH2:18][N:22]4[CH2:26][CH2:25][CH2:24][C@H:23]4[CH3:27])=[CH:21][C:12]=3[CH:11]=2)=[O:9])=[CH:4][CH:3]=1, predict the reactants needed to synthesize it.